This data is from Peptide-MHC class II binding affinity with 134,281 pairs from IEDB. The task is: Regression. Given a peptide amino acid sequence and an MHC pseudo amino acid sequence, predict their binding affinity value. This is MHC class II binding data. (1) The peptide sequence is EQKKLFRILSSISLA. The MHC is DRB1_0101 with pseudo-sequence DRB1_0101. The binding affinity (normalized) is 0.878. (2) The peptide sequence is IKTLKFDALSGSQEV. The MHC is HLA-DQA10501-DQB10402 with pseudo-sequence HLA-DQA10501-DQB10402. The binding affinity (normalized) is 0.431. (3) The peptide sequence is LKELIKVGLPSFENL. The MHC is DRB1_1302 with pseudo-sequence DRB1_1302. The binding affinity (normalized) is 0.539. (4) The peptide sequence is ALSRVHSMFLGTGGS. The MHC is DRB1_1201 with pseudo-sequence DRB1_1201. The binding affinity (normalized) is 0.0390. (5) The peptide sequence is GELQIVDKIDRAFKI. The MHC is DRB1_0101 with pseudo-sequence DRB1_0101. The binding affinity (normalized) is 0.587.